Dataset: Forward reaction prediction with 1.9M reactions from USPTO patents (1976-2016). Task: Predict the product of the given reaction. Given the reactants [C:1]([NH:4][C:5]1[S:6][C:7]2[CH:13]=[CH:12][CH:11]=[C:10]([O:14][C:15]3[N:20]=[CH:19][N:18]=[C:17]([C:21]4[CH:26]=[CH:25][C:24]([C:27]([F:30])([F:29])[F:28])=[CH:23][C:22]=4[NH:31][C:32]([CH:34]4[CH2:39][CH2:38][CH2:37][CH2:36][NH:35]4)=[O:33])[CH:16]=3)[C:8]=2[N:9]=1)(=[O:3])[CH3:2].[CH3:40][C:41]([CH3:43])=O, predict the reaction product. The product is: [C:1]([NH:4][C:5]1[S:6][C:7]2[CH:13]=[CH:12][CH:11]=[C:10]([O:14][C:15]3[N:20]=[CH:19][N:18]=[C:17]([C:21]4[CH:26]=[CH:25][C:24]([C:27]([F:29])([F:30])[F:28])=[CH:23][C:22]=4[NH:31][C:32]([CH:34]4[CH2:39][CH2:38][CH2:37][CH2:36][N:35]4[CH:41]([CH3:43])[CH3:40])=[O:33])[CH:16]=3)[C:8]=2[N:9]=1)(=[O:3])[CH3:2].